Dataset: Full USPTO retrosynthesis dataset with 1.9M reactions from patents (1976-2016). Task: Predict the reactants needed to synthesize the given product. (1) Given the product [C:8]([O:12][C:13](=[O:20])[NH:14][CH2:15][CH2:16][CH2:17][N:18]([C:25]1[S:24][N:23]=[C:22]([Cl:21])[N:26]=1)[CH3:19])([CH3:11])([CH3:10])[CH3:9], predict the reactants needed to synthesize it. The reactants are: C(N(CC)CC)C.[C:8]([O:12][C:13](=[O:20])[NH:14][CH2:15][CH2:16][CH2:17][NH:18][CH3:19])([CH3:11])([CH3:10])[CH3:9].[Cl:21][C:22]1[N:26]=[C:25](Cl)[S:24][N:23]=1. (2) The reactants are: [CH2:1]([O:8][C:9]([NH:11][C@H:12]([C:17]([OH:19])=O)[CH2:13][CH:14]([CH3:16])[CH3:15])=[O:10])[C:2]1[CH:7]=[CH:6][CH:5]=[CH:4][CH:3]=1.N1C=CC=CC=1.N1C(F)=NC(F)=NC=1[F:28]. Given the product [CH2:1]([O:8][C:9]([NH:11][C@H:12]([C:17]([F:28])=[O:19])[CH2:13][CH:14]([CH3:16])[CH3:15])=[O:10])[C:2]1[CH:7]=[CH:6][CH:5]=[CH:4][CH:3]=1, predict the reactants needed to synthesize it. (3) Given the product [CH3:1][O:2][C:3]([C:5]1[CH:13]=[C:12]2[C:8]([C:9]([CH:37]3[CH2:38][CH2:39][CH2:40][CH2:41][CH2:42]3)=[C:10]([C:23]3[CH:24]=[CH:25][C:26]([C:48]4[CH:49]=[CH:50][C:45]([N:44]([CH3:54])[CH3:43])=[CH:46][CH:47]=4)=[CH:27][CH:28]=3)[N:11]2[CH2:14][C:15]([N:17]2[CH2:18][CH2:19][O:20][CH2:21][CH2:22]2)=[O:16])=[CH:7][CH:6]=1)=[O:4], predict the reactants needed to synthesize it. The reactants are: [CH3:1][O:2][C:3]([C:5]1[CH:13]=[C:12]2[C:8]([C:9]([CH:37]3[CH2:42][CH2:41][CH2:40][CH2:39][CH2:38]3)=[C:10]([C:23]3[CH:28]=[CH:27][C:26](OS(C(F)(F)F)(=O)=O)=[CH:25][CH:24]=3)[N:11]2[CH2:14][C:15]([N:17]2[CH2:22][CH2:21][O:20][CH2:19][CH2:18]2)=[O:16])=[CH:7][CH:6]=1)=[O:4].[CH3:43][N:44]([CH3:54])[C:45]1[CH:50]=[CH:49][C:48](B(O)O)=[CH:47][CH:46]=1.C([O-])(O)=O.[Na+]. (4) Given the product [Br:13][C:14]1[CH:19]=[CH:18][C:17]([O:20][CH:22]2[CH2:27][CH2:26][O:25][CH2:24][CH2:23]2)=[CH:16][CH:15]=1, predict the reactants needed to synthesize it. The reactants are: C(OC(N=NC(OCC)=O)=O)C.[Br:13][C:14]1[CH:19]=[CH:18][C:17]([OH:20])=[CH:16][CH:15]=1.O[CH:22]1[CH2:27][CH2:26][O:25][CH2:24][CH2:23]1.C1(P(C2C=CC=CC=2)C2C=CC=CC=2)C=CC=CC=1. (5) Given the product [Cl:1][C:2]1[C:3]([C:16]2[C:24]3[C:19](=[CH:20][CH:21]=[CH:22][CH:23]=3)[N:18]([S:25]([C:28]3[CH:33]=[CH:32][CH:31]=[CH:30][CH:29]=3)(=[O:27])=[O:26])[CH:17]=2)=[N:4][C:5]([NH:8][C@@H:9]2[CH2:14][CH2:13][CH2:12][C@H:11]([NH:15][CH2:55][C:54]3[CH:57]=[CH:58][C:51]([N+:48]([O-:50])=[O:49])=[CH:52][CH:53]=3)[CH2:10]2)=[N:6][CH:7]=1, predict the reactants needed to synthesize it. The reactants are: [Cl:1][C:2]1[C:3]([C:16]2[C:24]3[C:19](=[CH:20][CH:21]=[CH:22][CH:23]=3)[N:18]([S:25]([C:28]3[CH:33]=[CH:32][CH:31]=[CH:30][CH:29]=3)(=[O:27])=[O:26])[CH:17]=2)=[N:4][C:5]([NH:8][C@@H:9]2[CH2:14][CH2:13][CH2:12][C@H:11]([NH2:15])[CH2:10]2)=[N:6][CH:7]=1.Cl.CCN(C(C)C)C(C)C.CC(O)=O.[N+:48]([C:51]1[CH:58]=[CH:57][C:54]([CH:55]=O)=[CH:53][CH:52]=1)([O-:50])=[O:49].[BH-](OC(C)=O)(OC(C)=O)OC(C)=O.[Na+].C([O-])(O)=O.[Na+]. (6) Given the product [CH3:4][C:5]1[N:10]=[C:9]([NH:11][S:12]([C:15]2[S:19][C:18]3[CH:20]=[CH:21][C:22]([C:2]#[N:3])=[CH:23][C:17]=3[C:16]=2[CH3:25])(=[O:13])=[O:14])[CH:8]=[CH:7][CH:6]=1, predict the reactants needed to synthesize it. The reactants are: [Cu][C:2]#[N:3].[CH3:4][C:5]1[N:10]=[C:9]([NH:11][S:12]([C:15]2[S:19][C:18]3[CH:20]=[CH:21][C:22](Br)=[CH:23][C:17]=3[C:16]=2[CH3:25])(=[O:14])=[O:13])[CH:8]=[CH:7][CH:6]=1.O.C(OCC)C. (7) Given the product [OH:27][NH:26][C:24](=[NH:25])[CH2:23][CH2:22][N:3]1[C:4]2[C:9](=[CH:8][CH:7]=[CH:6][CH:5]=2)[C:10]2([C:14]3=[CH:15][C:16]4[O:20][CH2:19][O:18][C:17]=4[CH:21]=[C:13]3[O:12][CH2:11]2)[C:2]1=[O:1], predict the reactants needed to synthesize it. The reactants are: [O:1]=[C:2]1[C:10]2([C:14]3=[CH:15][C:16]4[O:20][CH2:19][O:18][C:17]=4[CH:21]=[C:13]3[O:12][CH2:11]2)[C:9]2[C:4](=[CH:5][CH:6]=[CH:7][CH:8]=2)[N:3]1[CH2:22][CH2:23][C:24]#[N:25].[NH2:26][OH:27]. (8) Given the product [CH2:1]([C:3]1[CH:8]=[C:7]([CH2:9][CH3:10])[C:6]([S:11][CH2:12][C:13]([F:15])([F:14])[F:16])=[CH:5][C:4]=1[NH2:17])[CH3:2], predict the reactants needed to synthesize it. The reactants are: [CH2:1]([C:3]1[CH:8]=[C:7]([CH2:9][CH3:10])[C:6]([S:11][CH2:12][C:13]([F:16])([F:15])[F:14])=[CH:5][C:4]=1[NH:17]C(=O)C)[CH3:2].[OH-].[Na+].